This data is from Reaction yield outcomes from USPTO patents with 853,638 reactions. The task is: Predict the reaction yield, written as a fraction of the theoretical maximum amount of product (1.0 means a 100% yield; for example, 0.34 means a 34% yield). (1) The reactants are [F:1][C:2]1[C:7]([O:8][CH2:9][CH2:10][O:11][CH3:12])=[CH:6][N:5]=[C:4]2[NH:13][CH:14]=[CH:15][C:3]=12.[N+:16]([O-])([OH:18])=[O:17]. No catalyst specified. The product is [F:1][C:2]1[C:7]([O:8][CH2:9][CH2:10][O:11][CH3:12])=[CH:6][N:5]=[C:4]2[NH:13][CH:14]=[C:15]([N+:16]([O-:18])=[O:17])[C:3]=12. The yield is 0.670. (2) The reactants are [H-].[Al+3].[Li+].[H-].[H-].[H-].[O:7]([CH:25]([C:29]1[CH:34]=[CH:33][N:32]=[CH:31][CH:30]=1)[CH2:26][C:27]#[N:28])[Si:8]([C:21]([CH3:24])([CH3:23])[CH3:22])([C:15]1[CH:20]=[CH:19][CH:18]=[CH:17][CH:16]=1)[C:9]1[CH:14]=[CH:13][CH:12]=[CH:11][CH:10]=1.C(OCC)(=O)C.[OH-].[Na+]. The catalyst is C(OCC)C.O. The product is [Si:8]([O:7][CH:25]([C:29]1[CH:34]=[CH:33][N:32]=[CH:31][CH:30]=1)[CH2:26][CH2:27][NH2:28])([C:21]([CH3:23])([CH3:24])[CH3:22])([C:15]1[CH:20]=[CH:19][CH:18]=[CH:17][CH:16]=1)[C:9]1[CH:10]=[CH:11][CH:12]=[CH:13][CH:14]=1. The yield is 0.178. (3) The reactants are [OH:1][C:2]1[CH:3]=[C:4]([CH:9]=[CH:10][CH:11]=1)[C:5]([O:7][CH3:8])=[O:6].C1(P(C2C=CC=CC=2)C2C=CC=CC=2)C=CC=CC=1.CC(OC(/N=N/C(OC(C)C)=O)=O)C.[C:45]1([C:51]#[C:52][C:53]2[N:57]3[CH:58]=[CH:59][CH:60]=[CH:61][C:56]3=[N:55][C:54]=2[CH2:62]O)[CH:50]=[CH:49][CH:48]=[CH:47][CH:46]=1. The catalyst is O1CCCC1. The product is [C:45]1([C:51]#[C:52][C:53]2[N:57]3[CH:58]=[CH:59][CH:60]=[CH:61][C:56]3=[N:55][C:54]=2[CH2:62][O:1][C:2]2[CH:3]=[C:4]([CH:9]=[CH:10][CH:11]=2)[C:5]([O:7][CH3:8])=[O:6])[CH:46]=[CH:47][CH:48]=[CH:49][CH:50]=1. The yield is 0.420. (4) The reactants are [C:1]1([N:7]2[C:11]([C:12]([Cl:15])([Cl:14])[Cl:13])=[N:10][C:9]([C:16]([O:18]CC)=[O:17])=[N:8]2)[CH:6]=[CH:5][CH:4]=[CH:3][CH:2]=1.O.[OH-].[Li+].C(O)(=O)C. The catalyst is C1COCC1.O. The product is [C:1]1([N:7]2[C:11]([C:12]([Cl:15])([Cl:13])[Cl:14])=[N:10][C:9]([C:16]([OH:18])=[O:17])=[N:8]2)[CH:2]=[CH:3][CH:4]=[CH:5][CH:6]=1. The yield is 0.930.